From a dataset of Catalyst prediction with 721,799 reactions and 888 catalyst types from USPTO. Predict which catalyst facilitates the given reaction. Reactant: [C@H:1]1([NH:15][C:16](=[O:22])[O:17][C:18]([CH3:21])([CH3:20])[CH3:19])[CH2:6][CH2:5][CH:4]=[CH:3][C@@H:2]1[NH:7][C:8](=[O:14])[O:9][C:10]([CH3:13])([CH3:12])[CH3:11].C1C=C(Cl)C=C(C(OO)=[O:31])C=1.[O-]S([O-])(=S)=O.[Na+].[Na+].O. Product: [C@H:3]12[O:31][C@H:4]1[CH2:5][CH2:6][C@H:1]([NH:15][C:16](=[O:22])[O:17][C:18]([CH3:21])([CH3:20])[CH3:19])[C@H:2]2[NH:7][C:8](=[O:14])[O:9][C:10]([CH3:13])([CH3:12])[CH3:11]. The catalyst class is: 2.